From a dataset of Full USPTO retrosynthesis dataset with 1.9M reactions from patents (1976-2016). Predict the reactants needed to synthesize the given product. (1) Given the product [Cl:37][C:22]1[C:23]([NH:25][C@@H:26]2[CH2:31][CH2:30][CH2:29][CH2:28][C@H:27]2[NH:32][S:33]([CH3:36])(=[O:35])=[O:34])=[N:24][C:19]([NH:1][C:2]2[C:15]([O:16][CH3:17])=[CH:14][C:5]3[N:6]([CH2:12][CH3:13])[C:7](=[O:11])[CH2:8][CH2:9][CH2:10][C:4]=3[CH:3]=2)=[N:20][CH:21]=1, predict the reactants needed to synthesize it. The reactants are: [NH2:1][C:2]1[C:15]([O:16][CH3:17])=[CH:14][C:5]2[N:6]([CH2:12][CH3:13])[C:7](=[O:11])[CH2:8][CH2:9][CH2:10][C:4]=2[CH:3]=1.Cl[C:19]1[N:24]=[C:23]([NH:25][C@@H:26]2[CH2:31][CH2:30][CH2:29][CH2:28][C@H:27]2[NH:32][S:33]([CH3:36])(=[O:35])=[O:34])[C:22]([Cl:37])=[CH:21][N:20]=1.Cl.CC[NH+](CC)CC.CC[NH+](CC)CC.C([O-])([O-])=O. (2) Given the product [CH2:14]([O:13][C:6]1[CH:7]=[C:8]([O:11][CH3:12])[CH:9]=[CH:10][C:5]=1[C:4]([OH:16])=[O:3])[CH3:15], predict the reactants needed to synthesize it. The reactants are: C([O:3][C:4](=[O:16])[C:5]1[CH:10]=[CH:9][C:8]([O:11][CH3:12])=[CH:7][C:6]=1[O:13][CH2:14][CH3:15])C.[OH-].[K+].Cl. (3) Given the product [CH2:1]([C:3]1[C:12]2[C:11](=[O:13])[O:10][C:9]([C:14]3[C:15]([N:23]4[CH2:27][CH2:26][CH:25]([N:28]5[CH2:29][CH2:30][S:31](=[O:35])(=[O:34])[CH2:32][CH2:33]5)[CH2:24]4)=[N:16][CH:17]=[CH:18][CH:19]=3)=[N:8][C:7]=2[CH:6]=[C:5]([O:21][CH3:22])[CH:4]=1)[CH3:2], predict the reactants needed to synthesize it. The reactants are: [CH2:1]([C:3]1[C:12]2[C:11](=[O:13])[O:10][C:9]([C:14]3[C:15](F)=[N:16][CH:17]=[CH:18][CH:19]=3)=[N:8][C:7]=2[CH:6]=[C:5]([O:21][CH3:22])[CH:4]=1)[CH3:2].[NH:23]1[CH2:27][CH2:26][C@@H:25]([N:28]2[CH2:33][CH2:32][S:31](=[O:35])(=[O:34])[CH2:30][CH2:29]2)[CH2:24]1.C(N(C(C)C)CC)(C)C. (4) Given the product [ClH:33].[NH2:7][CH:8]1[CH2:12][CH2:11][N:10]([C:13]([C:15]2[N:16]=[C:17]3[C:22]([C:23]([F:25])([F:26])[F:24])=[CH:21][C:20]([C:27]4[CH:31]=[CH:30][O:29][CH:28]=4)=[CH:19][N:18]3[C:32]=2[Cl:33])=[O:14])[CH2:9]1, predict the reactants needed to synthesize it. The reactants are: C(OC(=O)[NH:7][CH:8]1[CH2:12][CH2:11][N:10]([C:13]([C:15]2[N:16]=[C:17]3[C:22]([C:23]([F:26])([F:25])[F:24])=[CH:21][C:20]([C:27]4[CH:31]=[CH:30][O:29][CH:28]=4)=[CH:19][N:18]3[C:32]=2[Cl:33])=[O:14])[CH2:9]1)(C)(C)C.Cl. (5) Given the product [Br:1][C:2]1[CH:3]=[CH:4][C:5]([CH2:6][C@@H:7]([CH2:23][CH2:24][O:25][Si:26]([C:29]([CH3:30])([CH3:32])[CH3:31])([CH3:28])[CH3:27])[CH2:8][OH:9])=[CH:33][CH:34]=1, predict the reactants needed to synthesize it. The reactants are: [Br:1][C:2]1[CH:34]=[CH:33][C:5]([CH2:6][C@@H:7]([CH2:23][CH2:24][O:25][Si:26]([C:29]([CH3:32])([CH3:31])[CH3:30])([CH3:28])[CH3:27])[C:8](N2[C@@H](CC3C=CC=CC=3)COC2=O)=[O:9])=[CH:4][CH:3]=1.[BH4-].[Na+]. (6) Given the product [CH3:6][NH:7][C:9]1[CH:17]=[C:16]2[C:12]([C:13]([S:25][C:26]3[CH:31]=[CH:30][CH:29]=[CH:28][C:27]=3[C:32]#[N:33])=[CH:14][N:15]2[CH2:18][C:19]2[CH:24]=[CH:23][CH:22]=[CH:21][N:20]=2)=[CH:11][CH:10]=1, predict the reactants needed to synthesize it. The reactants are: C(O[C:6](=O)[N:7]([C:9]1[CH:17]=[C:16]2[C:12]([C:13]([S:25][C:26]3[CH:31]=[CH:30][CH:29]=[CH:28][C:27]=3[C:32]#[N:33])=[CH:14][N:15]2[CH2:18][C:19]2[CH:24]=[CH:23][CH:22]=[CH:21][N:20]=2)=[CH:11][CH:10]=1)C)(C)(C)C. (7) Given the product [CH3:3][CH:2]([N:4]1[C:8]2[N:9]=[C:10]([C:16]3[CH:17]=[CH:18][N:19]=[CH:20][CH:21]=3)[CH:11]=[C:12]([C:13]([NH:22][CH2:23][C:24]3[C:25](=[O:34])[NH:26][C:27]([CH3:33])=[CH:28][C:29]=3[CH:30]([CH3:31])[CH3:32])=[O:14])[C:7]=2[CH:6]=[N:5]1)[CH3:1], predict the reactants needed to synthesize it. The reactants are: [CH3:1][CH:2]([N:4]1[C:8]2[N:9]=[C:10]([C:16]3[CH:21]=[CH:20][N:19]=[CH:18][CH:17]=3)[CH:11]=[C:12]([C:13](O)=[O:14])[C:7]=2[CH:6]=[N:5]1)[CH3:3].[NH2:22][CH2:23][C:24]1[C:25](=[O:34])[NH:26][C:27]([CH3:33])=[CH:28][C:29]=1[CH:30]([CH3:32])[CH3:31].C(O)(C(F)(F)F)=O.C1C=NC2N(O)N=NC=2C=1.C(Cl)CCl.CN1CCOCC1.